Dataset: TCR-epitope binding with 47,182 pairs between 192 epitopes and 23,139 TCRs. Task: Binary Classification. Given a T-cell receptor sequence (or CDR3 region) and an epitope sequence, predict whether binding occurs between them. (1) The epitope is KLSYGIATV. The TCR CDR3 sequence is CASSQDPPTGYNSPLHF. Result: 1 (the TCR binds to the epitope). (2) The epitope is GTITSGWTF. The TCR CDR3 sequence is CASSHRCRGCFADEQFF. Result: 0 (the TCR does not bind to the epitope). (3) The epitope is RLFRKSNLK. The TCR CDR3 sequence is CASSSGQGAGEQYF. Result: 0 (the TCR does not bind to the epitope). (4) The epitope is DRFYKTLRAEQASQEV. The TCR CDR3 sequence is CASSLLQTPISF. Result: 0 (the TCR does not bind to the epitope). (5) The epitope is RLRAEAQVK. Result: 0 (the TCR does not bind to the epitope). The TCR CDR3 sequence is CASSPSGTGVYGYTF. (6) The epitope is FVDGVPFVV. The TCR CDR3 sequence is CASSYSRGNEQFF. Result: 1 (the TCR binds to the epitope).